This data is from Catalyst prediction with 721,799 reactions and 888 catalyst types from USPTO. The task is: Predict which catalyst facilitates the given reaction. (1) Reactant: [CH3:1][C:2]([NH2:6])([CH3:5])[CH2:3][NH2:4].[S:7](Cl)([CH3:10])(=[O:9])=[O:8].C(N(CC)CC)C. Product: [NH2:6][C:2]([CH3:5])([CH3:1])[CH2:3][NH:4][S:7]([CH3:10])(=[O:9])=[O:8]. The catalyst class is: 2. (2) Reactant: [O:1]=[C:2]1[NH:6][C:5]([CH2:7][C:8]([F:11])([F:10])[F:9])=[C:4]([C:12]([O:14]CC2C=CC=CC=2)=[O:13])[S:3]1. Product: [O:1]=[C:2]1[NH:6][C:5]([CH2:7][C:8]([F:11])([F:9])[F:10])=[C:4]([C:12]([OH:14])=[O:13])[S:3]1. The catalyst class is: 29. (3) Reactant: [OH:1][C:2]1[CH:7]=[CH:6][C:5]([C:8]2[N:9]=[CH:10][N:11]([C:13]([N:15]([CH:17]3[CH2:22][CH2:21][N:20]([CH2:23][C:24]4[CH:29]=[CH:28][CH:27]=[C:26]([O:30][CH3:31])[CH:25]=4)[CH2:19][CH2:18]3)[CH3:16])=[O:14])[CH:12]=2)=[CH:4][CH:3]=1.[S:32](Cl)(=[O:35])(=[O:34])[NH2:33]. Product: [S:32](=[O:35])(=[O:34])([O:1][C:2]1[CH:3]=[CH:4][C:5]([C:8]2[N:9]=[CH:10][N:11]([C:13](=[O:14])[N:15]([CH:17]3[CH2:22][CH2:21][N:20]([CH2:23][C:24]4[CH:29]=[CH:28][CH:27]=[C:26]([O:30][CH3:31])[CH:25]=4)[CH2:19][CH2:18]3)[CH3:16])[CH:12]=2)=[CH:6][CH:7]=1)[NH2:33]. The catalyst class is: 80. (4) Reactant: [CH:1]([C:3]1[S:7][C:6]([NH:8][CH2:9][CH2:10][CH2:11][NH:12][C:13](=[O:34])[C@@H:14]([NH:16][C:17](=[O:33])[C@@H:18]([NH:20][C:21](=[O:32])[C@@H:22]([NH:24]C(=O)OC(C)(C)C)[CH3:23])[CH3:19])[CH3:15])=[N:5][CH:4]=1)=[O:2].CCOCC. Product: [NH2:24][C@@H:22]([CH3:23])[C:21]([NH:20][C@@H:18]([CH3:19])[C:17]([NH:16][C@@H:14]([CH3:15])[C:13]([NH:12][CH2:11][CH2:10][CH2:9][NH:8][C:6]1[S:7][C:3]([CH:1]=[O:2])=[CH:4][N:5]=1)=[O:34])=[O:33])=[O:32]. The catalyst class is: 393. (5) Reactant: Cl.Cl.[CH2:3]([NH+:5]([CH2:40][CH3:41])[CH2:6][CH2:7][O:8][CH2:9][C:10]([CH2:30][O:31][CH2:32][CH2:33][CH2:34][CH2:35][CH2:36][CH2:37][CH2:38][CH3:39])([CH2:20][O:21][CH2:22][CH2:23][CH2:24][CH2:25][CH2:26][CH2:27][CH2:28][CH3:29])[CH2:11][O:12][CH2:13][CH2:14][NH+:15]([CH2:18][CH3:19])[CH2:16][CH3:17])[CH3:4]. Product: [CH2:18]([N:15]([CH2:16][CH3:17])[CH2:14][CH2:13][O:12][CH2:11][C:10]([CH2:30][O:31][CH2:32][CH2:33][CH2:34][CH2:35][CH2:36][CH2:37][CH2:38][CH3:39])([CH2:20][O:21][CH2:22][CH2:23][CH2:24][CH2:25][CH2:26][CH2:27][CH2:28][CH3:29])[CH2:9][O:8][CH2:7][CH2:6][N:5]([CH2:40][CH3:41])[CH2:3][CH3:4])[CH3:19]. The catalyst class is: 74.